From a dataset of Experimentally validated miRNA-target interactions with 360,000+ pairs, plus equal number of negative samples. Binary Classification. Given a miRNA mature sequence and a target amino acid sequence, predict their likelihood of interaction. (1) The miRNA is mmu-miR-125a-5p with sequence UCCCUGAGACCCUUUAACCUGUGA. The protein sequence of the target gene is MEVKGKKQFTGKSTKTAQEKNRFHKNSDSGSSKTFPTRKVAKEGGPKVTSRNFEKSITKLGKKGVKQFKNKQQGDKSPKNKFQPANKFNKKRKFQPDGRSDESAAKKPKWDDFKKKKKELKQSRQLSDKTNYDIVVRAKQMWEILRRKDCDKEKRVKLMSDLQKLIQGKIKTIAFAHDSTRVIQCYIQYGNEEQRKQAFEELRDDLVELSKAKYSRNIVKKFLMYGSKPQIAEIIRSFKGHVRKMLRHAEASAIVEYAYNDKAILEQRNMLTEELYGNTFQLYKSADHRTLDKVLEVQPE.... Result: 0 (no interaction). (2) The miRNA is hsa-miR-181a-3p with sequence ACCAUCGACCGUUGAUUGUACC. The protein sequence of the target gene is MAQQQMTSSQKALMLELKSLQEEPVEGFRITLVDESDLYNWEVAIFGPPNTLYEGGYFKAHIKFPIDYPYSPPTFRFLTKMWHPNIYENGDVCISILHPPVDDPQSGELPSERWNPTQNVRTILLSVISLLNEPNTFSPANVDASVMFRKWRDSKGKDKEYAEIIRKQVSATKAEAEKDGVKVPTTLAEYCIKTKVPSNDNSSDLLYDDLYDDDIDDEDEEEEDADCYDDDDSGNEES. Result: 0 (no interaction). (3) The miRNA is hsa-miR-3192-5p with sequence UCUGGGAGGUUGUAGCAGUGGAA. The protein sequence of the target gene is MGLLTFRDVAIEFSLEEWQCLDTAQKNLYRNVMLENYRNLAFLGIAVSKPDLIICLEKEKEPWNMKRDEMVDEPPGICPHFAQDIWPEQGVEDSFQKVILRRFEKCGHENLQLRKGCKSVDECKVHKEGYNGLNQCFTTTQGKASQCGKYLKVFYKFINLNRYKIRHTRKKPFKCKNCVKSFCMFSHKTQHKSIYTTEKSYKCKECGKTFNWSSTLTNHKKTHTEEKPYKCEEYGKAFNQSSNYTTHKVTHTGEKPYKCEECGKAFSQSSTLTIHKRIHTGEKPCKCEECGKAFSQPSAL.... Result: 1 (interaction).